This data is from Catalyst prediction with 721,799 reactions and 888 catalyst types from USPTO. The task is: Predict which catalyst facilitates the given reaction. (1) Reactant: [C@@H:1]12[N:8]([C:9]3[O:10][C:11]4[CH:17]=[CH:16][C:15]([Cl:18])=[CH:14][C:12]=4[N:13]=3)[CH2:7][C@@H:6]1[CH2:5][CH2:4][NH:3][CH2:2]2.CC1C=C(C)N=C(N2[C@@H]3[C@@H](CCNC3)C2)N=1.[N:35]1[N:36]([C:40]2[CH:48]=[CH:47][CH:46]=[CH:45][C:41]=2[C:42](O)=[O:43])[N:37]=[CH:38][CH:39]=1.S1C=CC=C1C1C=CC=CC=1C(O)=O. Product: [Cl:18][C:15]1[CH:16]=[CH:17][C:11]2[O:10][C:9]([N:8]3[C@@H:1]4[C@@H:6]([CH2:5][CH2:4][N:3]([C:42]([C:41]5[CH:45]=[CH:46][CH:47]=[CH:48][C:40]=5[N:36]5[N:37]=[CH:38][CH:39]=[N:35]5)=[O:43])[CH2:2]4)[CH2:7]3)=[N:13][C:12]=2[CH:14]=1. The catalyst class is: 2. (2) Reactant: [Cl:1][C:2]1[CH:7]=[CH:6][CH:5]=[CH:4][C:3]=1[C:8]1[C:16]2[C:11](=[CH:12][CH:13]=[CH:14][CH:15]=2)[NH:10][C:9]=1[C:17]([NH:19][NH2:20])=[O:18].[Cl:21][C:22]1[CH:29]=[CH:28][C:25]([CH:26]=O)=[CH:24][CH:23]=1. Product: [Cl:1][C:2]1[CH:7]=[CH:6][CH:5]=[CH:4][C:3]=1[C:8]1[C:16]2[C:11](=[CH:12][CH:13]=[CH:14][CH:15]=2)[NH:10][C:9]=1[C:17]([NH:19][N:20]=[CH:26][C:25]1[CH:28]=[CH:29][C:22]([Cl:21])=[CH:23][CH:24]=1)=[O:18]. The catalyst class is: 8. (3) Reactant: [CH3:1][O:2][C:3]1[CH:4]=[C:5]2[C:10](=[CH:11][CH:12]=1)[CH2:9][C:8](=[O:13])[CH2:7][CH2:6]2.N1CCCC1.[CH2:19](Br)[C:20]1[CH:25]=[CH:24][CH:23]=[CH:22][CH:21]=1.Cl. Product: [CH2:19]([CH:9]1[C:10]2[C:5](=[CH:4][C:3]([O:2][CH3:1])=[CH:12][CH:11]=2)[CH2:6][CH2:7][C:8]1=[O:13])[C:20]1[CH:25]=[CH:24][CH:23]=[CH:22][CH:21]=1. The catalyst class is: 93. (4) Reactant: [Cl:1][C:2]1[CH:3]=[C:4]([CH2:8][CH2:9][O:10][CH2:11][C:12]([NH:14][C:15]([C:17]2[CH:22]=[C:21]([Cl:23])[N:20]=[N:19][C:18]=2Cl)=[O:16])=[NH:13])[CH:5]=[CH:6][CH:7]=1.C([O-])([O-])=O.[K+].[K+].O.Cl. Product: [Cl:23][C:21]1[N:20]=[N:19][C:18]2[N:13]=[C:12]([CH2:11][O:10][CH2:9][CH2:8][C:4]3[CH:5]=[CH:6][CH:7]=[C:2]([Cl:1])[CH:3]=3)[NH:14][C:15](=[O:16])[C:17]=2[CH:22]=1. The catalyst class is: 3. (5) Reactant: [CH2:1]([NH2:4])[CH:2]=[CH2:3].[CH2:5]([N:7]([CH2:10][CH3:11])[CH2:8][CH3:9])[CH3:6].ClC(OC1C=CC([N+]([O-])=O)=CC=1)=[O:14].C[N:26]1[CH2:31]CNCC1. Product: [CH2:1]([NH:4][C:6]([CH2:5][N:7]1[CH2:10][CH2:11][N:26]([CH3:31])[CH2:9][CH2:8]1)=[O:14])[CH:2]=[CH2:3]. The catalyst class is: 22. (6) Reactant: C([O-])([O-])=O.[K+].[K+].[CH3:7][NH:8][C:9]1[CH:14]=[C:13]([N+:15]([O-:17])=[O:16])[CH:12]=[CH:11][C:10]=1[CH3:18].[CH2:19](Br)[C:20]1[CH:25]=[CH:24][CH:23]=[CH:22][CH:21]=1. Product: [CH2:19]([N:8]([CH3:7])[C:9]1[CH:14]=[C:13]([N+:15]([O-:17])=[O:16])[CH:12]=[CH:11][C:10]=1[CH3:18])[C:20]1[CH:25]=[CH:24][CH:23]=[CH:22][CH:21]=1. The catalyst class is: 3. (7) Reactant: [CH3:1][C:2]([CH3:20])([CH3:19])[C:3]#[C:4][C:5]1[CH:6]=[N:7][N:8]([C:10]2[CH:15]=[CH:14][CH:13]=[CH:12][C:11]=2[N+:16]([O-])=O)[CH:9]=1.O1CCCC1. Product: [CH3:1][C:2]([CH3:20])([CH3:19])[C:3]#[C:4][C:5]1[CH:6]=[N:7][N:8]([C:10]2[CH:15]=[CH:14][CH:13]=[CH:12][C:11]=2[NH2:16])[CH:9]=1. The catalyst class is: 770.